The task is: Predict the reactants needed to synthesize the given product.. This data is from Full USPTO retrosynthesis dataset with 1.9M reactions from patents (1976-2016). (1) The reactants are: [Br-].[Cl:2][C:3]1[CH:4]=[C:5]2[C:10](=[CH:11][CH:12]=1)[N+:9]([CH2:13][C:14]([C:16]1[CH:21]=[CH:20][CH:19]=[CH:18][CH:17]=1)=[O:15])=[CH:8][CH:7]=[CH:6]2.BrCC(C1C=CC=CC=1)=O.ClC1C=C2C(=CC=1)[N:39]=[CH:38][CH:37]=[CH:36]2. Given the product [C:14]([C:13]1[N:9]2[C:10]3[C:5]([CH:6]=[CH:7][C:8]2=[C:37]([C:38]#[N:39])[CH:36]=1)=[CH:4][C:3]([Cl:2])=[CH:12][CH:11]=3)(=[O:15])[C:16]1[CH:21]=[CH:20][CH:19]=[CH:18][CH:17]=1, predict the reactants needed to synthesize it. (2) Given the product [CH3:43][O:44][C:45](=[O:55])[CH:46]([C:47]1[CH:52]=[CH:51][CH:50]=[C:49]([Cl:53])[CH:48]=1)[N:25]1[CH2:24][CH2:23][N:22]([C:20](=[O:21])[NH:19][C:17]2[S:16][C:12]3[N:13]=[CH:14][N:15]=[C:10]([O:9][CH3:8])[C:11]=3[N:18]=2)[CH2:27][CH2:26]1, predict the reactants needed to synthesize it. The reactants are: FC(F)(F)C(O)=O.[CH3:8][O:9][C:10]1[C:11]2[N:18]=[C:17]([NH:19][C:20]([N:22]3[CH2:27][CH2:26][NH:25][CH2:24][CH2:23]3)=[O:21])[S:16][C:12]=2[N:13]=[CH:14][N:15]=1.C(N(C(C)C)CC)(C)C.C(=O)([O-])[O-].[K+].[K+].[CH3:43][O:44][C:45](=[O:55])[CH:46](Br)[C:47]1[CH:52]=[CH:51][CH:50]=[C:49]([Cl:53])[CH:48]=1.